From a dataset of Catalyst prediction with 721,799 reactions and 888 catalyst types from USPTO. Predict which catalyst facilitates the given reaction. Product: [CH2:13]([N:3]([CH2:1][CH3:2])[C:4]1[CH:11]=[CH:10][C:7]([CH:8]=[O:9])=[C:6]([O:12][CH2:16][CH:17]2[CH2:22][CH2:21][CH2:20][CH2:19][CH2:18]2)[CH:5]=1)[CH3:14]. Reactant: [CH2:1]([N:3]([CH2:13][CH3:14])[C:4]1[CH:11]=[CH:10][C:7]([CH:8]=[O:9])=[C:6]([OH:12])[CH:5]=1)[CH3:2].Br[CH2:16][CH:17]1[CH2:22][CH2:21][CH2:20][CH2:19][CH2:18]1.[OH-].[Na+]. The catalyst class is: 16.